Dataset: Catalyst prediction with 721,799 reactions and 888 catalyst types from USPTO. Task: Predict which catalyst facilitates the given reaction. (1) Reactant: [CH2:1]([O:8][C:9]([N:11]1[C@H:16]([CH2:17][OH:18])[C@@H:15]2[C@H:19]([OH:20])[C@H:12]1[C@H:13]([O:21][CH3:22])[O:14]2)=[O:10])[C:2]1[CH:7]=[CH:6][CH:5]=[CH:4][CH:3]=1.[Si:23](Cl)([C:26]([CH3:29])([CH3:28])[CH3:27])([CH3:25])[CH3:24].[C:31](Cl)(=O)[C:32]1[CH:37]=[CH:36][CH:35]=[CH:34][CH:33]=1.O. Product: [CH2:1]([O:8][C:9]([N:11]1[C@H:16]([CH2:17][O:18][Si:23]([C:26]([CH3:29])([CH3:28])[CH3:27])([CH3:25])[CH3:24])[C@@H:15]2[C@H:19]([O:20][CH2:31][C:32]3[CH:37]=[CH:36][CH:35]=[CH:34][CH:33]=3)[C@H:12]1[C@@H:13]([O:21][CH3:22])[O:14]2)=[O:10])[C:2]1[CH:3]=[CH:4][CH:5]=[CH:6][CH:7]=1. The catalyst class is: 17. (2) Reactant: [NH2:1][C:2]1[C:19]([NH2:20])=[CH:18][C:5]([C:6]([NH:8][C:9]2[CH:17]=[CH:16][C:12]3[N:13]=[CH:14][S:15][C:11]=3[CH:10]=2)=[O:7])=[C:4]([N:21]([CH2:24][CH3:25])[CH2:22][CH3:23])[CH:3]=1.[CH3:26][O:27][C:28](=[O:38])[C:29]1[CH:34]=[CH:33][CH:32]=[C:31]([N:35]=[C:36]=S)[CH:30]=1. Product: [CH3:26][O:27][C:28](=[O:38])[C:29]1[CH:34]=[CH:33][CH:32]=[C:31]([NH:35][C:36]2[NH:1][C:2]3[CH:3]=[C:4]([N:21]([CH2:24][CH3:25])[CH2:22][CH3:23])[C:5]([C:6](=[O:7])[NH:8][C:9]4[CH:17]=[CH:16][C:12]5[N:13]=[CH:14][S:15][C:11]=5[CH:10]=4)=[CH:18][C:19]=3[N:20]=2)[CH:30]=1. The catalyst class is: 344. (3) Reactant: [CH3:1][O:2][C:3]1[C:4]([O:28][CH3:29])=[CH:5][C:6]2[N:12]([CH3:13])[C:11](=[O:14])[CH2:10][N:9]=[C:8]([C:15]3[CH:20]=[CH:19][CH:18]=[C:17]([C:21]#[C:22][CH2:23][CH2:24][CH2:25][CH3:26])[CH:16]=3)[C:7]=2[CH:27]=1.C(Cl)Cl. Product: [CH3:1][O:2][C:3]1[C:4]([O:28][CH3:29])=[CH:5][C:6]2[N:12]([CH3:13])[C:11](=[O:14])[CH2:10][N:9]=[C:8]([C:15]3[CH:20]=[CH:19][CH:18]=[C:17]([CH2:21][CH2:22][CH2:23][CH2:24][CH2:25][CH3:26])[CH:16]=3)[C:7]=2[CH:27]=1. The catalyst class is: 19. (4) Reactant: [C:1]1([S:7]([CH2:10][C:11]2[CH:16]=[CH:15][CH:14]=[C:13]([O:17][CH2:18][CH2:19][Cl:20])[C:12]=2[N+:21]([O-])=O)(=[O:9])=[O:8])[CH:6]=[CH:5][CH:4]=[CH:3][CH:2]=1.O.NN. Product: [C:1]1([S:7]([CH2:10][C:11]2[CH:16]=[CH:15][CH:14]=[C:13]([O:17][CH2:18][CH2:19][Cl:20])[C:12]=2[NH2:21])(=[O:9])=[O:8])[CH:2]=[CH:3][CH:4]=[CH:5][CH:6]=1. The catalyst class is: 29. (5) Reactant: [CH3:1][O:2][C:3]1[CH:4]=[C:5]2[C:10](=[CH:11][C:12]=1[O:13][CH3:14])[N:9]=[CH:8][CH:7]=[C:6]2[O:15][C:16]1[CH:22]=[CH:21][C:19]([NH2:20])=[C:18]([F:23])[CH:17]=1.ClC(Cl)(O[C:28](=[O:34])OC(Cl)(Cl)Cl)Cl.[NH2:36][N:37]1[CH2:41][CH2:40][CH2:39][CH2:38]1.C(=O)(O)[O-].[Na+]. Product: [CH3:1][O:2][C:3]1[CH:4]=[C:5]2[C:10](=[CH:11][C:12]=1[O:13][CH3:14])[N:9]=[CH:8][CH:7]=[C:6]2[O:15][C:16]1[CH:22]=[CH:21][C:19]([NH:20][C:28]([NH:36][N:37]2[CH2:41][CH2:40][CH2:39][CH2:38]2)=[O:34])=[C:18]([F:23])[CH:17]=1. The catalyst class is: 208. (6) Reactant: [CH3:1][N:2]1[CH2:7][CH2:6][N:5]([C:8]2[CH:9]=[CH:10][C:11]([N+:16]([O-])=O)=[C:12]([C:14]#[N:15])[CH:13]=2)[CH2:4][CH2:3]1. Product: [NH2:16][C:11]1[CH:10]=[CH:9][C:8]([N:5]2[CH2:4][CH2:3][N:2]([CH3:1])[CH2:7][CH2:6]2)=[CH:13][C:12]=1[C:14]#[N:15]. The catalyst class is: 99. (7) Reactant: CC(C)([O-])C.[K+].[CH:7]1[CH:12]=[CH:11][C:10]([CH2:13][SH:14])=[CH:9][CH:8]=1.[CH3:15][C:16]([C:18]1[CH:23]=[CH:22][C:21]([F:24])=[CH:20][C:19]=1F)=[O:17].[Cl-].[NH4+]. Product: [CH2:13]([S:14][C:23]1[CH:22]=[C:21]([F:24])[CH:20]=[CH:19][C:18]=1[C:16](=[O:17])[CH3:15])[C:10]1[CH:11]=[CH:12][CH:7]=[CH:8][CH:9]=1. The catalyst class is: 7.